From a dataset of Full USPTO retrosynthesis dataset with 1.9M reactions from patents (1976-2016). Predict the reactants needed to synthesize the given product. (1) The reactants are: [OH:1][CH2:2][CH2:3][C:4]1([CH:10]([CH2:13][OH:14])[CH2:11][OH:12])[CH2:9][CH2:8][CH2:7][CH2:6][CH2:5]1.CO[C:17](OC)([CH3:19])[CH3:18].C1(C)C=CC(S(O)(=O)=O)=CC=1.C(=O)(O)[O-].[Na+]. Given the product [CH3:18][C:17]1([CH3:19])[O:12][CH2:11][CH:10]([C:4]2([CH2:3][CH2:2][OH:1])[CH2:9][CH2:8][CH2:7][CH2:6][CH2:5]2)[CH2:13][O:14]1, predict the reactants needed to synthesize it. (2) The reactants are: CN(C(ON1N=NC2C=CC=CC1=2)=[N+](C)C)C.F[P-](F)(F)(F)(F)F.CCN(C(C)C)C(C)C.[OH:34]/[N:35]=[C:36](/[NH2:38])\[CH3:37].[CH3:39][O:40][C:41]1[C:42]([CH3:69])=[C:43]([C:50]([C:52]2[CH:53]=[C:54]3[C:59](=[CH:60][CH:61]=2)[NH:58][C:57](=[O:62])[N:56]([CH2:63][C:64](OC)=O)[C:55]3=[O:68])=[O:51])[N:44]2[C:49]=1[CH:48]=[CH:47][CH:46]=[CH:45]2. Given the product [CH3:39][O:40][C:41]1[C:42]([CH3:69])=[C:43]([C:50]([C:52]2[CH:53]=[C:54]3[C:59](=[CH:60][CH:61]=2)[NH:58][C:57](=[O:62])[N:56]([CH2:63][C:64]2[O:34][N:35]=[C:36]([CH3:37])[N:38]=2)[C:55]3=[O:68])=[O:51])[N:44]2[C:49]=1[CH:48]=[CH:47][CH:46]=[CH:45]2, predict the reactants needed to synthesize it. (3) Given the product [Cl:1][C:2]1[CH:7]=[CH:6][C:5]([C:8](=[O:9])[C:10]([CH2:12][O:11][CH2:26][CH3:27])([OH:21])[C:13]([F:14])([F:15])[F:16])=[C:4]([O:17][CH3:18])[C:3]=1[F:19], predict the reactants needed to synthesize it. The reactants are: [Cl:1][C:2]1[CH:7]=[CH:6][C:5]([C:8]([C:10]2([C:13]([F:16])([F:15])[F:14])[CH2:12][O:11]2)=[O:9])=[C:4]([O:17][CH3:18])[C:3]=1[F:19].C(=O)([O-])[O-:21].[Cs+].[Cs+].[CH2:26](O)[CH3:27]. (4) Given the product [F:1][C:2]1[CH:7]=[CH:6][C:5]([C:8]2[O:9][C:10]3[CH:20]=[CH:19][C:18]([C:21]4[CH:22]=[C:23]([CH:33]=[CH:34][C:35]=4[CH3:36])[C:24]([NH:26][C:27]4([C:30]([NH:38][NH:37][C:39]([O:41][C:42]([CH3:45])([CH3:44])[CH3:43])=[O:40])=[O:31])[CH2:28][CH2:29]4)=[O:25])=[CH:17][C:11]=3[C:12]=2[C:13](=[O:16])[NH:14][CH3:15])=[CH:4][CH:3]=1, predict the reactants needed to synthesize it. The reactants are: [F:1][C:2]1[CH:7]=[CH:6][C:5]([C:8]2[O:9][C:10]3[CH:20]=[CH:19][C:18]([C:21]4[CH:22]=[C:23]([CH:33]=[CH:34][C:35]=4[CH3:36])[C:24]([NH:26][C:27]4([C:30](O)=[O:31])[CH2:29][CH2:28]4)=[O:25])=[CH:17][C:11]=3[C:12]=2[C:13](=[O:16])[NH:14][CH3:15])=[CH:4][CH:3]=1.[NH:37]([C:39]([O:41][C:42]([CH3:45])([CH3:44])[CH3:43])=[O:40])[NH2:38].C(N(CC)C(C)C)(C)C.O. (5) Given the product [S:1]1[C:5]2[CH:6]=[CH:7][CH:8]=[CH:9][C:4]=2[CH:3]=[C:2]1[CH2:10][C:11]1[CH:20]=[CH:19][C:14]([C:15]([OH:17])=[O:16])=[C:13]([C@@H:21]2[O:50][C@H:49]([CH2:51][O:52][CH2:53][C:54]3[CH:55]=[CH:56][CH:57]=[CH:58][CH:59]=3)[C@@H:40]([O:41][CH2:42][C:43]3[CH:44]=[CH:45][CH:46]=[CH:47][CH:48]=3)[C@H:31]([O:32][CH2:33][C:34]3[CH:39]=[CH:38][CH:37]=[CH:36][CH:35]=3)[C@H:22]2[O:23][CH2:24][C:25]2[CH:26]=[CH:27][CH:28]=[CH:29][CH:30]=2)[CH:12]=1, predict the reactants needed to synthesize it. The reactants are: [S:1]1[C:5]2[CH:6]=[CH:7][CH:8]=[CH:9][C:4]=2[CH:3]=[C:2]1[CH2:10][C:11]1[CH:20]=[CH:19][C:14]([C:15]([O:17]C)=[O:16])=[C:13]([C@@H:21]2[O:50][C@H:49]([CH2:51][O:52][CH2:53][C:54]3[CH:59]=[CH:58][CH:57]=[CH:56][CH:55]=3)[C@@H:40]([O:41][CH2:42][C:43]3[CH:48]=[CH:47][CH:46]=[CH:45][CH:44]=3)[C@H:31]([O:32][CH2:33][C:34]3[CH:39]=[CH:38][CH:37]=[CH:36][CH:35]=3)[C@H:22]2[O:23][CH2:24][C:25]2[CH:30]=[CH:29][CH:28]=[CH:27][CH:26]=2)[CH:12]=1.CO.[OH-].[Na+].Cl.